From a dataset of Reaction yield outcomes from USPTO patents with 853,638 reactions. Predict the reaction yield, written as a fraction of the theoretical maximum amount of product (1.0 means a 100% yield; for example, 0.34 means a 34% yield). (1) The reactants are Cl.[NH2:2][C@@H:3]1[CH2:8][CH2:7][CH2:6][N:5]([C:9]([C:11]2[S:12][C:13]([C:16]3[C:20]([CH3:21])=[C:19]([C:22]([F:25])([F:24])[F:23])[O:18][N:17]=3)=[CH:14][CH:15]=2)=[O:10])[CH2:4]1.C(N(CC)CC)C.[C:33](Cl)(=[O:35])[CH3:34]. The product is [CH3:21][C:20]1[C:16]([C:13]2[S:12][C:11]([C:9]([N:5]3[CH2:6][CH2:7][CH2:8][C@@H:3]([NH:2][C:33](=[O:35])[CH3:34])[CH2:4]3)=[O:10])=[CH:15][CH:14]=2)=[N:17][O:18][C:19]=1[C:22]([F:25])([F:24])[F:23]. The catalyst is C1COCC1. The yield is 0.830. (2) The reactants are C(N(CC)CC)C.Cl.[CH2:9]([O:11][C:12](=[O:15])[CH2:13][NH2:14])[CH3:10].[CH3:16][O:17][CH2:18][C:19](Cl)=[O:20]. The catalyst is C(Cl)(Cl)Cl. The product is [CH2:9]([O:11][C:12](=[O:15])[CH2:13][NH:14][C:19](=[O:20])[CH2:18][O:17][CH3:16])[CH3:10]. The yield is 0.750. (3) The reactants are C1(C)C=CC(S(Cl)(=O)=O)=CC=1.[F:12][C:13]([F:28])([F:27])[O:14][C:15]1[CH:23]=[C:22]2[C:18]([C:19]([C:24]([OH:26])=[O:25])=[N:20][NH:21]2)=[CH:17][CH:16]=1.[N:29]12[CH2:36][CH2:35][CH:32]([CH2:33][CH2:34]1)[C@H:31](O)[CH2:30]2. The catalyst is N1C=CC=CC=1. The product is [F:28][C:13]([F:12])([F:27])[O:14][C:15]1[CH:23]=[C:22]2[C:18]([C:19]([C:24]([O:26][C@H:31]3[CH:32]4[CH2:35][CH2:36][N:29]([CH2:34][CH2:33]4)[CH2:30]3)=[O:25])=[N:20][NH:21]2)=[CH:17][CH:16]=1. The yield is 0.160. (4) The reactants are [NH2:1][C@H:2]1[CH2:7][CH2:6][N:5]([C:8]([O:10][C:11]([CH3:14])([CH3:13])[CH3:12])=[O:9])[CH2:4][C@H:3]1[O:15][CH3:16].[Cl:17][C:18]1[N:19]=[C:20]([C:24](O)=[O:25])[NH:21][C:22]=1[CH3:23].CCN=C=NCCCN(C)C.Cl.C1C=CC2N(O)N=NC=2C=1. No catalyst specified. The product is [Cl:17][C:18]1[N:19]=[C:20]([C:24]([NH:1][C@H:2]2[CH2:7][CH2:6][N:5]([C:8]([O:10][C:11]([CH3:12])([CH3:13])[CH3:14])=[O:9])[CH2:4][C@H:3]2[O:15][CH3:16])=[O:25])[NH:21][C:22]=1[CH3:23]. The yield is 0.840. (5) The reactants are [Cl:1][C:2]1[CH:7]=[C:6]([C:8](=O)[CH:9]=[CH:10]N(C)C)[CH:5]=[CH:4][N:3]=1.[OH-].[Na+].FC(F)(F)C(O)=O.FC(F)(F)C(O)=O.[Cl:31][C:32]1[CH:37]=[C:36]([NH:38][C:39]([NH2:41])=[NH:40])[CH:35]=[CH:34][N:33]=1. The catalyst is CC(O)C. The product is [Cl:31][C:32]1[CH:37]=[C:36]([NH:38][C:39]2[N:41]=[C:8]([C:6]3[CH:5]=[CH:4][N:3]=[C:2]([Cl:1])[CH:7]=3)[CH:9]=[CH:10][N:40]=2)[CH:35]=[CH:34][N:33]=1. The yield is 0.370.